The task is: Predict the reactants needed to synthesize the given product.. This data is from Full USPTO retrosynthesis dataset with 1.9M reactions from patents (1976-2016). Given the product [C:13]1([O:12][C:3]2[CH:2]=[CH:1][CH:6]=[CH:5][CH:4]=2)[CH:14]=[CH:15][CH:16]=[CH:17][CH:18]=1, predict the reactants needed to synthesize it. The reactants are: [CH:1]1[C:6](C(F)(F)F)=[CH:5][C:4](Cl)=[C:3]([O:12][C:13]2[CH:18]=[CH:17][C:16]([N+]([O-])=O)=[C:15](C([O-])=O)[CH:14]=2)[CH:2]=1.[Na+].CCOC1C=C(OC2C=CC(C(F)(F)F)=CC=2Cl)C=CC=1[N+]([O-])=O.CCOC(C(OC(C1C=C(OC2C=CC(C(F)(F)F)=CC=2Cl)C=CC=1[N+]([O-])=O)=O)C)=O.CS(NC(C1C=C(OC2C=CC(C(F)(F)F)=CC=2Cl)C=CC=1[N+]([O-])=O)=O)(=O)=O.COC1C=C(OC2C=CC(Cl)=CC=2Cl)C=CC=1[N+]([O-])=O.C1C=CC(OC2C=CC([N+]([O-])=O)=C(N)C=2Cl)=CC=1.